Dataset: Catalyst prediction with 721,799 reactions and 888 catalyst types from USPTO. Task: Predict which catalyst facilitates the given reaction. (1) Reactant: [CH3:1][O-:2].[Na+].Br[C:5]1[CH:10]=[CH:9][N:8]=[C:7]([N:11]2[CH:15]=[C:14]([C:16]3[CH:17]=[N:18][N:19]4[C:24](=[O:25])[C:23]([CH2:26][CH3:27])=[C:22]([CH3:28])[NH:21][C:20]=34)[CH:13]=[N:12]2)[CH:6]=1. Product: [CH2:26]([C:23]1[C:24](=[O:25])[N:19]2[N:18]=[CH:17][C:16]([C:14]3[CH:13]=[N:12][N:11]([C:7]4[CH:6]=[C:5]([O:2][CH3:1])[CH:10]=[CH:9][N:8]=4)[CH:15]=3)=[C:20]2[NH:21][C:22]=1[CH3:28])[CH3:27]. The catalyst class is: 3. (2) Reactant: [O:1]=[C:2]1[CH2:6][CH2:5][CH2:4][N:3]1[C@@H:7]1[CH2:12][CH2:11][C@H:10]([O:13]C(=O)C2C=CC([N+]([O-])=O)=CC=2)[CH2:9][CH2:8]1.C(=O)([O-])[O-].[K+].[K+]. Product: [OH:13][C@@H:10]1[CH2:9][CH2:8][C@H:7]([N:3]2[CH2:4][CH2:5][CH2:6][C:2]2=[O:1])[CH2:12][CH2:11]1. The catalyst class is: 24. (3) Reactant: [Cl:1][C:2]1[C:11]([CH:12]=[O:13])=[CH:10][C:9]2[C:4](=[CH:5][CH:6]=[C:7]([OH:14])[CH:8]=2)[N:3]=1.Br[CH2:16][C:17]([O:19][C:20]([CH3:23])([CH3:22])[CH3:21])=[O:18].C(=O)([O-])[O-].[K+].[K+]. Product: [Cl:1][C:2]1[C:11]([CH:12]=[O:13])=[CH:10][C:9]2[C:4](=[CH:5][CH:6]=[C:7]([O:14][CH2:16][C:17]([O:19][C:20]([CH3:23])([CH3:22])[CH3:21])=[O:18])[CH:8]=2)[N:3]=1. The catalyst class is: 35.